Dataset: Forward reaction prediction with 1.9M reactions from USPTO patents (1976-2016). Task: Predict the product of the given reaction. Given the reactants [Cl-].[Ca+2].[Cl-].[CH2:4]([N:18]1[CH2:23][CH2:22][NH:21][CH2:20][CH2:19]1)[CH2:5][CH2:6][CH2:7][CH2:8][CH2:9][CH2:10][CH2:11][CH2:12][CH2:13][CH2:14][CH2:15][CH2:16][CH3:17].Br[CH2:25][C:26]1[CH:31]=[CH:30][C:29]([CH2:32][C:33]#[N:34])=[CH:28][CH:27]=1.C(=O)([O-])[O-].[K+].[K+].[I-].[K+], predict the reaction product. The product is: [C:33]([CH2:32][C:29]1[CH:30]=[CH:31][C:26]([CH2:25][N:21]2[CH2:20][CH2:19][N:18]([CH2:4][CH2:5][CH2:6][CH2:7][CH2:8][CH2:9][CH2:10][CH2:11][CH2:12][CH2:13][CH2:14][CH2:15][CH2:16][CH3:17])[CH2:23][CH2:22]2)=[CH:27][CH:28]=1)#[N:34].